Dataset: Forward reaction prediction with 1.9M reactions from USPTO patents (1976-2016). Task: Predict the product of the given reaction. (1) The product is: [CH3:1][CH:2]([C:5]1[C:9]([CH:10]=[O:11])=[CH:8][N:7]([C:12]2[CH:17]=[CH:16][C:15]([C:18]([F:21])([F:19])[F:20])=[CH:14][N:13]=2)[N:6]=1)[CH2:3][CH3:4]. Given the reactants [CH3:1][CH:2]([C:5]1[C:9]([CH2:10][OH:11])=[CH:8][N:7]([C:12]2[CH:17]=[CH:16][C:15]([C:18]([F:21])([F:20])[F:19])=[CH:14][N:13]=2)[N:6]=1)[CH2:3][CH3:4], predict the reaction product. (2) Given the reactants O[C:2]([C:17]1[CH:29]=[CH:28][C:20]2[N:21]([CH2:25][O:26][CH3:27])[C:22](=[O:24])[S:23][C:19]=2[CH:18]=1)([C:4]1[N:8](COCC[Si](C)(C)C)[N:7]=[CH:6][CH:5]=1)[CH3:3].FC(F)(F)C(O)=O, predict the reaction product. The product is: [CH3:27][O:26][CH2:25][N:21]1[C:20]2[CH:28]=[CH:29][C:17]([C:2]([C:4]3[NH:8][N:7]=[CH:6][CH:5]=3)=[CH2:3])=[CH:18][C:19]=2[S:23][C:22]1=[O:24]. (3) Given the reactants [F-].C([N+](CCCC)(CCCC)CCCC)CCC.[Cl:19][C:20]1[CH:21]=[CH:22][C:23]2[N:24]([N:30]=[C:31]([C:45]3[CH:50]=[CH:49][CH:48]=[CH:47][CH:46]=3)[C:32]=2[CH:33]([OH:44])[C:34]2[N:39]=[C:38]([C:40]([O:42][CH3:43])=[O:41])[CH:37]=[CH:36][CH:35]=2)[C:25]=1[Si](C)(C)C.[Cl-].[NH4+], predict the reaction product. The product is: [Cl:19][C:20]1[CH:21]=[CH:22][C:23]2[N:24]([N:30]=[C:31]([C:45]3[CH:46]=[CH:47][CH:48]=[CH:49][CH:50]=3)[C:32]=2[CH:33]([OH:44])[C:34]2[N:39]=[C:38]([C:40]([O:42][CH3:43])=[O:41])[CH:37]=[CH:36][CH:35]=2)[CH:25]=1. (4) Given the reactants [CH3:1][C:2]1[CH:12]=[C:11]([CH:13]=[CH2:14])[CH:10]=[CH:9][C:3]=1[C:4]([O:6][CH2:7][CH3:8])=[O:5].Br[CH:16]([C:21]1[CH:26]=[C:25]([Cl:27])[CH:24]=[C:23]([Cl:28])[CH:22]=1)[C:17]([F:20])([F:19])[F:18].N1C=CC=CC=1C1C=CC=CN=1, predict the reaction product. The product is: [Cl:27][C:25]1[CH:26]=[C:21]([CH:16]([C:17]([F:20])([F:18])[F:19])/[CH:14]=[CH:13]/[C:11]2[CH:10]=[CH:9][C:3]([C:4]([O:6][CH2:7][CH3:8])=[O:5])=[C:2]([CH3:1])[CH:12]=2)[CH:22]=[C:23]([Cl:28])[CH:24]=1. (5) Given the reactants Cl[C:2]1[CH:3]=[C:4]2[N:11]([CH3:12])[CH2:10][CH2:9][N:5]2[C:6](=[O:8])[N:7]=1.[F:13][C:14]1[C:19]([F:20])=[CH:18][CH:17]=[CH:16][C:15]=1[CH2:21][OH:22], predict the reaction product. The product is: [F:13][C:14]1[C:19]([F:20])=[CH:18][CH:17]=[CH:16][C:15]=1[CH2:21][O:22][C:2]1[CH:3]=[C:4]2[N:11]([CH3:12])[CH2:10][CH2:9][N:5]2[C:6](=[O:8])[N:7]=1. (6) Given the reactants [CH3:1][C@@H:2]1[CH2:7][CH2:6][NH:5][CH2:4][C@@H:3]1[N:8]1[C:12]2=[C:13]3[CH:19]=[CH:18][NH:17][C:14]3=[N:15][CH:16]=[C:11]2[CH:10]=[CH:9]1.[N+](C1C=CC([N:29]([CH2:33][C:34]#[N:35])[C:30](=O)[O-:31])=CC=1)([O-])=O.CCN(CC)CC.O, predict the reaction product. The product is: [C:34]([CH2:33][NH:29][C:30]([N:5]1[CH2:6][CH2:7][CH:2]([CH3:1])[CH:3]([N:8]2[C:12]3=[C:13]4[CH:19]=[CH:18][NH:17][C:14]4=[N:15][CH:16]=[C:11]3[CH:10]=[CH:9]2)[CH2:4]1)=[O:31])#[N:35].